From a dataset of Forward reaction prediction with 1.9M reactions from USPTO patents (1976-2016). Predict the product of the given reaction. (1) Given the reactants [NH2:1][C:2]1[CH:7]=[CH:6][C:5]([NH:8][C:9](=[O:19])[O:10][CH2:11]C(OC(C)(C)C)=O)=[CH:4][CH:3]=1.C(O)(C(F)(F)F)=O, predict the reaction product. The product is: [NH2:1][C:2]1[CH:7]=[CH:6][C:5]([NH:8][C:9](=[O:19])[O:10][CH3:11])=[CH:4][CH:3]=1. (2) The product is: [CH2:20]([O:19][C:17]1[C:16]([Br:27])=[CH:15][N:14]=[C:13]([NH:12][C:10]([NH2:9])=[S:11])[CH:18]=1)[C:21]1[CH:26]=[CH:25][CH:24]=[CH:23][CH:22]=1. Given the reactants C([NH:9][C:10]([NH:12][C:13]1[CH:18]=[C:17]([O:19][CH2:20][C:21]2[CH:26]=[CH:25][CH:24]=[CH:23][CH:22]=2)[C:16]([Br:27])=[CH:15][N:14]=1)=[S:11])(=O)C1C=CC=CC=1.[OH-].[Na+], predict the reaction product. (3) Given the reactants [NH:1]1[C:5]2=[N:6][CH:7]=[CH:8][CH:9]=[C:4]2[C:3]([CH:10]([C:12]2[CH:13]=[N:14][C:15]([NH:18][CH2:19][C:20]3[CH:25]=[CH:24][C:23]([C:26]([F:29])([F:28])[F:27])=[CH:22][CH:21]=3)=[CH:16][CH:17]=2)O)=[CH:2]1.FC(F)(F)C(O)=O.C([SiH](CC)CC)C.C(=O)(O)[O-].[Na+], predict the reaction product. The product is: [NH:1]1[C:5]2=[N:6][CH:7]=[CH:8][CH:9]=[C:4]2[C:3]([CH2:10][C:12]2[CH:17]=[CH:16][C:15]([NH:18][CH2:19][C:20]3[CH:25]=[CH:24][C:23]([C:26]([F:27])([F:29])[F:28])=[CH:22][CH:21]=3)=[N:14][CH:13]=2)=[CH:2]1. (4) Given the reactants [Cl:1][C:2]1[N:7]=[C:6]([Cl:8])[C:5]([CH2:9][OH:10])=[CH:4][N:3]=1.ClC(Cl)(Cl)C(=N)O[C:15]([CH3:18])([CH3:17])[CH3:16], predict the reaction product. The product is: [C:15]([O:10][CH2:9][C:5]1[C:6]([Cl:8])=[N:7][C:2]([Cl:1])=[N:3][CH:4]=1)([CH3:18])([CH3:17])[CH3:16]. (5) Given the reactants [CH:1]1([C:7]2[C:8]3[CH:26]=[CH:25][C:24]([C:27]([NH:29][C:30]([C:33]4[NH:34][C:35]5[CH:41]=[C:40]([C:42]([O:44]C)=[O:43])[CH:39]=[CH:38][C:36]=5[N:37]=4)([CH3:32])[CH3:31])=[O:28])=[CH:23][C:9]=3[N:10]3[C:16]=2[C:15]2[CH:17]=[CH:18][C:19]([O:21][CH3:22])=[CH:20][C:14]=2[O:13][CH2:12][CH2:11]3)[CH2:6][CH2:5][CH2:4][CH2:3][CH2:2]1.[OH-].[Li+].Cl.O, predict the reaction product. The product is: [CH:1]1([C:7]2[C:8]3[CH:26]=[CH:25][C:24]([C:27]([NH:29][C:30]([C:33]4[NH:34][C:35]5[CH:41]=[C:40]([C:42]([OH:44])=[O:43])[CH:39]=[CH:38][C:36]=5[N:37]=4)([CH3:32])[CH3:31])=[O:28])=[CH:23][C:9]=3[N:10]3[C:16]=2[C:15]2[CH:17]=[CH:18][C:19]([O:21][CH3:22])=[CH:20][C:14]=2[O:13][CH2:12][CH2:11]3)[CH2:6][CH2:5][CH2:4][CH2:3][CH2:2]1. (6) The product is: [CH3:37][N:34]1[CH2:35][CH2:36][N:31]([C:28]2[CH:27]=[CH:26][C:25]([NH:24][C:22]3[N:23]=[C:16]4[C:15]([NH:14][CH2:13][CH:9]5[CH2:10][CH2:11][CH2:12][NH:8]5)=[CH:20][CH:19]=[CH:18][N:17]4[N:21]=3)=[CH:30][CH:29]=2)[CH2:32][CH2:33]1. Given the reactants C(OC([N:8]1[CH2:12][CH2:11][CH2:10][CH:9]1[CH2:13][NH:14][C:15]1[C:16]2[N:17]([N:21]=[C:22]([NH:24][C:25]3[CH:30]=[CH:29][C:28]([N:31]4[CH2:36][CH2:35][N:34]([CH3:37])[CH2:33][CH2:32]4)=[CH:27][CH:26]=3)[N:23]=2)[CH:18]=[CH:19][CH:20]=1)=O)(C)(C)C.FC(F)(F)C(O)=O, predict the reaction product. (7) Given the reactants FC(F)(F)C(O)=O.[NH:8]1[C:16]2[C:11](=[CH:12][CH:13]=[CH:14][C:15]=2[CH:17]([C:22]2[CH:27]=[CH:26][CH:25]=[CH:24][CH:23]=2)[CH2:18][CH2:19][NH:20][CH3:21])[CH:10]=[N:9]1.O([C:36]([O:38][C:39]([CH3:42])([CH3:41])[CH3:40])=[O:37])[C:36]([O:38][C:39]([CH3:42])([CH3:41])[CH3:40])=[O:37], predict the reaction product. The product is: [C:39]([O:38][C:36](=[O:37])[N:20]([CH2:19][CH2:18][CH:17]([C:15]1[CH:14]=[CH:13][CH:12]=[C:11]2[C:16]=1[NH:8][N:9]=[CH:10]2)[C:22]1[CH:23]=[CH:24][CH:25]=[CH:26][CH:27]=1)[CH3:21])([CH3:40])([CH3:41])[CH3:42]. (8) Given the reactants Br[C:2]1[S:6][C:5]([NH:7][C:8]([O:10][C:11]([CH3:14])([CH3:13])[CH3:12])=[O:9])=[C:4]([C:15]([O:17][CH3:18])=[O:16])[CH:3]=1.[CH2:19]([OH:22])[C:20]#[CH:21], predict the reaction product. The product is: [C:11]([O:10][C:8]([NH:7][C:5]1[S:6][C:2]([C:21]#[C:20][CH2:19][OH:22])=[CH:3][C:4]=1[C:15]([O:17][CH3:18])=[O:16])=[O:9])([CH3:14])([CH3:13])[CH3:12]. (9) Given the reactants Cl.Br[C:3]1[CH:8]=[CH:7][C:6]([C:9]2[N:10]=[C:11]3[CH:16]=[C:15]([NH:17][CH3:18])[CH:14]=[CH:13][N:12]3[CH:19]=2)=[CH:5][CH:4]=1.Cl.[F:21][CH:22]1[CH2:27][CH2:26][NH:25][CH2:24][CH2:23]1, predict the reaction product. The product is: [F:21][CH:22]1[CH2:27][CH2:26][N:25]([C:3]2[CH:8]=[CH:7][C:6]([C:9]3[N:10]=[C:11]4[CH:16]=[C:15]([NH:17][CH3:18])[CH:14]=[CH:13][N:12]4[CH:19]=3)=[CH:5][CH:4]=2)[CH2:24][CH2:23]1. (10) Given the reactants [CH3:1][C:2]1[NH:3][C:4]2[C:9]([CH:10]=1)=[CH:8][C:7]([O:11][C:12]1[C:21]3[C:16](=[CH:17][C:18]([O:22][CH2:23][CH:24]4[CH2:29][CH2:28][NH:27][CH2:26][CH2:25]4)=[CH:19][CH:20]=3)[N:15]=[CH:14][N:13]=1)=[CH:6][CH:5]=2.[CH3:30][O:31][CH2:32][CH:33]=O, predict the reaction product. The product is: [CH3:30][O:31][CH2:32][CH2:33][N:27]1[CH2:28][CH2:29][CH:24]([CH2:23][O:22][C:18]2[CH:17]=[C:16]3[C:21]([C:12]([O:11][C:7]4[CH:8]=[C:9]5[C:4](=[CH:5][CH:6]=4)[NH:3][C:2]([CH3:1])=[CH:10]5)=[N:13][CH:14]=[N:15]3)=[CH:20][CH:19]=2)[CH2:25][CH2:26]1.